From a dataset of NCI-60 drug combinations with 297,098 pairs across 59 cell lines. Regression. Given two drug SMILES strings and cell line genomic features, predict the synergy score measuring deviation from expected non-interaction effect. (1) Drug 1: C(CN)CNCCSP(=O)(O)O. Drug 2: C1C(C(OC1N2C=NC3=C2NC=NCC3O)CO)O. Cell line: NCI-H226. Synergy scores: CSS=-1.69, Synergy_ZIP=-0.576, Synergy_Bliss=-2.50, Synergy_Loewe=-3.31, Synergy_HSA=-3.18. (2) Drug 1: C1=NC2=C(N=C(N=C2N1C3C(C(C(O3)CO)O)F)Cl)N. Drug 2: C1CN1C2=NC(=NC(=N2)N3CC3)N4CC4. Cell line: HS 578T. Synergy scores: CSS=12.9, Synergy_ZIP=-0.0219, Synergy_Bliss=1.02, Synergy_Loewe=0.152, Synergy_HSA=0.925. (3) Drug 1: CC1=C(C=C(C=C1)NC(=O)C2=CC=C(C=C2)CN3CCN(CC3)C)NC4=NC=CC(=N4)C5=CN=CC=C5. Drug 2: C1=NC(=NC(=O)N1C2C(C(C(O2)CO)O)O)N. Cell line: KM12. Synergy scores: CSS=4.49, Synergy_ZIP=-6.22, Synergy_Bliss=-7.09, Synergy_Loewe=-25.0, Synergy_HSA=-12.5. (4) Drug 1: CC1=C2C(C(=O)C3(C(CC4C(C3C(C(C2(C)C)(CC1OC(=O)C(C(C5=CC=CC=C5)NC(=O)OC(C)(C)C)O)O)OC(=O)C6=CC=CC=C6)(CO4)OC(=O)C)OC)C)OC. Drug 2: N.N.Cl[Pt+2]Cl. Cell line: RXF 393. Synergy scores: CSS=60.1, Synergy_ZIP=21.3, Synergy_Bliss=20.8, Synergy_Loewe=-5.41, Synergy_HSA=22.0.